This data is from Catalyst prediction with 721,799 reactions and 888 catalyst types from USPTO. The task is: Predict which catalyst facilitates the given reaction. (1) Reactant: CCN(C(C)C)C(C)C.CN(C(ON1N=NC2C=CC=NC1=2)=[N+](C)C)C.F[P-](F)(F)(F)(F)F.[C:34]1([C:40]([NH2:43])([CH3:42])[CH3:41])[CH:39]=[CH:38][CH:37]=[CH:36][CH:35]=1.[Br:44][C:45]1[C:53]2[C:48](=[N:49][CH:50]=[C:51]([C:54]3[CH:55]=[C:56]([CH:60]=[CH:61][CH:62]=3)[C:57](O)=[O:58])[CH:52]=2)[O:47][C:46]=1[C:63]1[CH:68]=[CH:67][C:66]([F:69])=[CH:65][CH:64]=1. Product: [Br:44][C:45]1[C:53]2[C:48](=[N:49][CH:50]=[C:51]([C:54]3[CH:55]=[C:56]([CH:60]=[CH:61][CH:62]=3)[C:57]([NH:43][C:40]([C:34]3[CH:39]=[CH:38][CH:37]=[CH:36][CH:35]=3)([CH3:42])[CH3:41])=[O:58])[CH:52]=2)[O:47][C:46]=1[C:63]1[CH:68]=[CH:67][C:66]([F:69])=[CH:65][CH:64]=1. The catalyst class is: 31. (2) Reactant: [CH2:1]([O:3][C:4](=[O:17])[CH:5]([Br:16])[C:6]1[CH:11]=[CH:10][C:9]([S:12](Cl)(=[O:14])=[O:13])=[CH:8][CH:7]=1)[CH3:2].[NH:18]1[CH2:23][CH2:22][CH2:21][CH2:20][CH2:19]1. Product: [CH2:1]([O:3][C:4](=[O:17])[CH:5]([Br:16])[C:6]1[CH:11]=[CH:10][C:9]([S:12]([N:18]2[CH2:23][CH2:22][CH2:21][CH2:20][CH2:19]2)(=[O:14])=[O:13])=[CH:8][CH:7]=1)[CH3:2]. The catalyst class is: 2. (3) Reactant: [CH2:1]([O:8][C:9]1[CH:10]=[CH:11][CH:12]=[C:13]2[C:17]=1[NH:16][CH:15]=[CH:14]2)[C:2]1[CH:7]=[CH:6][CH:5]=[CH:4][CH:3]=1.[C:18](OC(C(F)(F)F)=O)(C(F)(F)F)=[O:19].CN(C(O[N:39]1N=[N:46][C:41]2[CH:42]=[CH:43][CH:44]=[N:45][C:40]1=2)=[N+](C)C)C.F[P-](F)(F)(F)(F)F.CCN(C(C)C)C(C)C.NCCC1N=CNC=1. Product: [NH:39]1[C:43]([CH2:42][CH2:41][NH:46][C:18]([C:14]2[C:13]3[C:17](=[C:9]([O:8][CH2:1][C:2]4[CH:7]=[CH:6][CH:5]=[CH:4][CH:3]=4)[CH:10]=[CH:11][CH:12]=3)[NH:16][CH:15]=2)=[O:19])=[CH:44][N:45]=[CH:40]1. The catalyst class is: 18.